Dataset: Full USPTO retrosynthesis dataset with 1.9M reactions from patents (1976-2016). Task: Predict the reactants needed to synthesize the given product. (1) Given the product [F:24][C:2]([F:1])([F:23])[CH:3]([O:22][S:25]([CH3:28])(=[O:27])=[O:26])[CH2:4][O:5][CH:6]1[CH2:7][CH2:8][N:9]([C:12]([O:14][CH2:15][C:16]2[CH:17]=[CH:18][CH:19]=[CH:20][CH:21]=2)=[O:13])[CH2:10][CH2:11]1, predict the reactants needed to synthesize it. The reactants are: [F:1][C:2]([F:24])([F:23])[CH:3]([OH:22])[CH2:4][O:5][CH:6]1[CH2:11][CH2:10][N:9]([C:12]([O:14][CH2:15][C:16]2[CH:21]=[CH:20][CH:19]=[CH:18][CH:17]=2)=[O:13])[CH2:8][CH2:7]1.[S:25](Cl)([CH3:28])(=[O:27])=[O:26].C(N(CC)CC)C.C1COCC1. (2) The reactants are: [NH2:1][C:2]1[C:3]2[C:10]([C:11]3[CH:16]=[CH:15][C:14]([Cl:17])=[CH:13][CH:12]=3)=[CH:9][N:8]([C:18]3[CH:19]=[C:20]([CH2:24][OH:25])[CH:21]=[CH:22][CH:23]=3)[C:4]=2[N:5]=[CH:6][N:7]=1.C(N(CC)CC)C.S(=O)(=O)=O.N1C=CC=CC=1.Cl. Given the product [NH2:1][C:2]1[C:3]2[C:10]([C:11]3[CH:12]=[CH:13][C:14]([Cl:17])=[CH:15][CH:16]=3)=[CH:9][N:8]([C:18]3[CH:19]=[C:20]([CH:21]=[CH:22][CH:23]=3)[CH:24]=[O:25])[C:4]=2[N:5]=[CH:6][N:7]=1, predict the reactants needed to synthesize it. (3) Given the product [N:1]1([CH:8]([CH3:9])[CH2:7][C:6]([OH:11])=[O:10])[CH:5]=[CH:4][CH:3]=[CH:2]1, predict the reactants needed to synthesize it. The reactants are: [NH:1]1[CH:5]=[CH:4][CH:3]=[CH:2]1.[C:6]([O:11]CC)(=[O:10])/[CH:7]=[CH:8]/[CH3:9].[H-].[Na+]. (4) Given the product [OH:1][C:2]1[CH:7]=[CH:6][C:5]([CH:8]2[CH2:17][C:16]3[C:11](=[CH:12][C:13]([OH:18])=[CH:14][CH:15]=3)[O:10][CH2:9]2)=[CH:4][CH:3]=1, predict the reactants needed to synthesize it. The reactants are: [OH:1][C:2]1[CH:7]=[CH:6][C:5]([C:8]2[CH2:9][O:10][C:11]3[C:16]([CH:17]=2)=[CH:15][CH:14]=[C:13]([OH:18])[CH:12]=3)=[CH:4][CH:3]=1. (5) Given the product [C:20]([C:18]1[N:17]([C:23]([C:24]2[CH:29]=[CH:28][CH:27]=[CH:26][CH:25]=2)([C:36]2[CH:37]=[CH:38][CH:39]=[CH:40][CH:41]=2)[C:30]2[CH:31]=[CH:32][CH:33]=[CH:34][CH:35]=2)[N:16]=[C:15]([I:14])[N:19]=1)#[N:22], predict the reactants needed to synthesize it. The reactants are: FC(F)(F)C(OC(=O)C(F)(F)F)=O.[I:14][C:15]1[N:19]=[C:18]([C:20]([NH2:22])=O)[N:17]([C:23]([C:36]2[CH:41]=[CH:40][CH:39]=[CH:38][CH:37]=2)([C:30]2[CH:35]=[CH:34][CH:33]=[CH:32][CH:31]=2)[C:24]2[CH:29]=[CH:28][CH:27]=[CH:26][CH:25]=2)[N:16]=1. (6) Given the product [CH2:44]([S:46]([CH2:2][CH2:3][CH2:4][O:5][C:6]1[CH:7]=[C:8]([C:12]2[S:20][C:19]3[C:14](=[N:15][CH:16]=[CH:17][C:18]=3[O:21][C:22]3[CH:27]=[CH:26][C:25]([NH:28][C:29](=[O:42])[CH2:30][C:31]([NH:33][C:34]4[CH:39]=[CH:38][CH:37]=[CH:36][C:35]=4[O:40][CH3:41])=[O:32])=[CH:24][C:23]=3[F:43])[CH:13]=2)[CH:9]=[CH:10][CH:11]=1)=[O:50])[CH3:45], predict the reactants needed to synthesize it. The reactants are: Cl[CH2:2][CH2:3][CH2:4][O:5][C:6]1[CH:7]=[C:8]([C:12]2[S:20][C:19]3[C:14](=[N:15][CH:16]=[CH:17][C:18]=3[O:21][C:22]3[CH:27]=[CH:26][C:25]([NH:28][C:29](=[O:42])[CH2:30][C:31]([NH:33][C:34]4[CH:39]=[CH:38][CH:37]=[CH:36][C:35]=4[O:40][CH3:41])=[O:32])=[CH:24][C:23]=3[F:43])[CH:13]=2)[CH:9]=[CH:10][CH:11]=1.[CH2:44]([S-:46])[CH3:45].[Na+].C(OCC)(=[O:50])C.CO.I([O-])(=O)(=O)=O.[Na+]. (7) Given the product [Na:30].[O:60]1[C:64]2([CH2:65][CH2:66][CH:9]([O:10][C:11]3[CH:16]=[CH:15][N:14]=[C:13]([CH2:17][S:18]([C:20]4[NH:21][C:22]5[CH:28]=[CH:27][CH:26]=[CH:25][C:23]=5[N:24]=4)=[O:19])[C:12]=3[CH3:29])[CH2:6][CH2:7]2)[O:63][CH2:62][CH2:61]1, predict the reactants needed to synthesize it. The reactants are: COC1O[CH2:7][CH:6]([CH2:9][O:10][C:11]2[CH:16]=[CH:15][N:14]=[C:13]([CH2:17][S:18]([C:20]3[NH:24][C:23]4[CH:25]=[CH:26][CH:27]=[CH:28][C:22]=4[N:21]=3)=[O:19])[C:12]=2[CH3:29])CO1.[Na:30].COC1OCC(COC2C=CN=C(CS(C3NC4C=CC=CC=4N=3)=O)C=2C)CO1.[O:60]1[C:64]2(CCC(O)[CH2:66][CH2:65]2)[O:63][CH2:62][CH2:61]1. (8) Given the product [F:16][C:8]1[C:9]([CH3:15])=[CH:10][C:11]([OH:14])=[C:12]([CH3:13])[C:7]=1[NH:6][CH2:4][C:3]1[CH:17]=[C:18]([C:21]2[CH:26]=[CH:25][CH:24]=[C:23]([F:27])[CH:22]=2)[CH:19]=[CH:20][C:2]=1[F:1], predict the reactants needed to synthesize it. The reactants are: [F:1][C:2]1[CH:20]=[CH:19][C:18]([C:21]2[CH:26]=[CH:25][CH:24]=[C:23]([F:27])[CH:22]=2)=[CH:17][C:3]=1[C:4]([NH:6][C:7]1[C:12]([CH3:13])=[C:11]([OH:14])[CH:10]=[C:9]([CH3:15])[C:8]=1[F:16])=O. (9) Given the product [Cl:1][C:2]1[CH:27]=[CH:26][C:5]2[N:6]3[C:10]([CH2:11][N:12]([CH2:38][CH2:37][NH:36][CH3:35])[CH2:13][C:4]=2[CH:3]=1)=[N:9][N:8]=[C:7]3[C@H:14]1[CH2:15][CH2:16][C@H:17]([C:20]2[CH:24]=[C:23]([CH3:25])[O:22][N:21]=2)[CH2:18][CH2:19]1, predict the reactants needed to synthesize it. The reactants are: [Cl:1][C:2]1[CH:27]=[CH:26][C:5]2[N:6]3[C:10]([CH2:11][NH:12][CH2:13][C:4]=2[CH:3]=1)=[N:9][N:8]=[C:7]3[C@H:14]1[CH2:19][CH2:18][C@H:17]([C:20]2[CH:24]=[C:23]([CH3:25])[O:22][N:21]=2)[CH2:16][CH2:15]1.C(=O)([O-])[O-].[Cs+].[Cs+].Cl.[CH3:35][NH:36][CH2:37][CH2:38]Cl.